This data is from Forward reaction prediction with 1.9M reactions from USPTO patents (1976-2016). The task is: Predict the product of the given reaction. (1) Given the reactants [Cl:1][C:2]1[CH:14]=[CH:13][C:5]([O:6][CH2:7][C:8](OCC)=[O:9])=[C:4]([N+:15]([O-])=O)[CH:3]=1, predict the reaction product. The product is: [Cl:1][C:2]1[CH:14]=[CH:13][C:5]2[O:6][CH2:7][C:8](=[O:9])[NH:15][C:4]=2[CH:3]=1. (2) Given the reactants [F:1][C:2]([F:20])([F:19])[C:3]1[CH:4]=[C:5]([C:9]2[C:10]3[N:11]([N:15]=[C:16]([NH2:18])[N:17]=3)[CH:12]=[CH:13][CH:14]=2)[CH:6]=[CH:7][CH:8]=1.[CH3:21][O:22][C:23](=[O:31])[C:24]1[CH:29]=[CH:28][C:27](I)=[CH:26][CH:25]=1.C(=O)([O-])[O-].[Cs+].[Cs+], predict the reaction product. The product is: [F:20][C:2]([F:19])([F:1])[C:3]1[CH:4]=[C:5]([C:9]2[C:10]3[N:11]([N:15]=[C:16]([NH:18][C:27]4[CH:28]=[CH:29][C:24]([C:23]([O:22][CH3:21])=[O:31])=[CH:25][CH:26]=4)[N:17]=3)[CH:12]=[CH:13][CH:14]=2)[CH:6]=[CH:7][CH:8]=1. (3) Given the reactants [CH3:1][O:2][C:3]1[CH:4]=[C:5]2[C:9](=[CH:10][C:11]=1[O:12][CH3:13])[N:8]([CH3:14])[CH:7]=[C:6]2[C:15]1[N:36](S(C2C=CC(C)=CC=2)(=O)=O)[C:18]2=[N:19][CH:20]=[CH:21][C:22]([CH2:23][N:24]3[CH2:29][CH2:28][CH:27]([N:30]4[CH2:35][CH2:34][CH2:33][CH2:32][CH2:31]4)[CH2:26][CH2:25]3)=[C:17]2[CH:16]=1.[OH-].[K+], predict the reaction product. The product is: [CH3:1][O:2][C:3]1[CH:4]=[C:5]2[C:9](=[CH:10][C:11]=1[O:12][CH3:13])[N:8]([CH3:14])[CH:7]=[C:6]2[C:15]1[NH:36][C:18]2=[N:19][CH:20]=[CH:21][C:22]([CH2:23][N:24]3[CH2:25][CH2:26][CH:27]([N:30]4[CH2:31][CH2:32][CH2:33][CH2:34][CH2:35]4)[CH2:28][CH2:29]3)=[C:17]2[CH:16]=1. (4) Given the reactants [CH3:1][O:2][C:3]1[CH:4]=[C:5]([CH2:9][C:10]([NH:13]C([NH:13][C:10]([CH3:11])([CH3:12])[CH2:9][C:5]2[CH:6]=[CH:7][CH:8]=[C:3]([O:2][CH3:1])[CH:4]=2)=O)([CH3:12])[CH3:11])[CH:6]=[CH:7][CH:8]=1.[OH-].[K+], predict the reaction product. The product is: [CH3:1][O:2][C:3]1[CH:4]=[C:5]([CH2:9][C:10]([CH3:12])([NH2:13])[CH3:11])[CH:6]=[CH:7][CH:8]=1. (5) Given the reactants ClC1C=CC(C2N(C[C:14]3[CH:19]=[CH:18][C:17]([CH2:20][CH2:21]C(O)=O)=[CH:16][CH:15]=3)C3C=C(F)C(F)=CC=3N=2)=C(OCC2CCCC2)C=1.C1(C[N:45]2[C:49]3[CH:50]=[CH:51][CH:52]=[CH:53][C:48]=3[N:47]=[C:46]2[C:54]2C=C[CH:57]=[CH:56][C:55]=2CCC2C=CC(OCC(O)=O)=CC=2)CCCCC1.[Br:73][CH2:74][CH2:75]C1CCCCC1, predict the reaction product. The product is: [Br:73][C:74]1[CH:75]=[CH:57][CH:56]=[CH:55][C:54]=1[C:46]1[N:45]([CH2:21][CH2:20][CH:17]2[CH2:16][CH2:15][CH2:14][CH2:19][CH2:18]2)[C:49]2[CH:50]=[CH:51][CH:52]=[CH:53][C:48]=2[N:47]=1.